Task: Predict the product of the given reaction.. Dataset: Forward reaction prediction with 1.9M reactions from USPTO patents (1976-2016) (1) The product is: [F:22][C:23]1[CH:28]=[CH:27][CH:26]=[C:25]([F:29])[C:24]=1[CH2:30][CH2:31][C@H:32]1[C:41]2[C:36](=[CH:37][C:38]([O:44][CH3:45])=[C:39]([O:42][CH3:43])[CH:40]=2)[CH2:35][CH2:34][N:33]1[C@H:4]([C:5]1[CH:6]=[CH:7][CH:8]=[CH:9][CH:10]=1)[C:1]([NH2:2])=[O:3]. Given the reactants [C:1]([CH:4](OS(C1C=CC(C)=CC=1)(=O)=O)[C:5]1[CH:10]=[CH:9][CH:8]=[CH:7][CH:6]=1)(=[O:3])[NH2:2].[F:22][C:23]1[CH:28]=[CH:27][CH:26]=[C:25]([F:29])[C:24]=1[CH2:30][CH2:31][C@H:32]1[C:41]2[C:36](=[CH:37][C:38]([O:44][CH3:45])=[C:39]([O:42][CH3:43])[CH:40]=2)[CH2:35][CH2:34][NH:33]1, predict the reaction product. (2) Given the reactants [CH3:1][O:2][C:3](=[O:18])[C:4]1[CH:13]=[C:12]([O:14][CH:15]([CH3:17])[CH3:16])[CH:11]=[C:6]([C:7]([O:9]C)=[O:8])[CH:5]=1.[OH-].[Na+], predict the reaction product. The product is: [CH3:1][O:2][C:3](=[O:18])[C:4]1[CH:13]=[C:12]([O:14][CH:15]([CH3:16])[CH3:17])[CH:11]=[C:6]([C:7]([OH:9])=[O:8])[CH:5]=1. (3) Given the reactants [CH3:16][C:11]1([CH3:17])[C:12]([CH3:15])([CH3:14])[O:13][B:9]([B:9]2[O:13][C:12]([CH3:15])([CH3:14])[C:11]([CH3:17])([CH3:16])[O:10]2)[O:10]1.CC([O-])=O.[K+].Br[C:25]1[CH:26]=[C:27]2[C:31](=[CH:32][CH:33]=1)[C:30](=[O:34])[NH:29][CH2:28]2, predict the reaction product. The product is: [CH3:15][C:12]1([CH3:14])[C:11]([CH3:16])([CH3:17])[O:10][B:9]([C:25]2[CH:26]=[C:27]3[C:31](=[CH:32][CH:33]=2)[C:30](=[O:34])[NH:29][CH2:28]3)[O:13]1.